This data is from Catalyst prediction with 721,799 reactions and 888 catalyst types from USPTO. The task is: Predict which catalyst facilitates the given reaction. (1) Reactant: [C:1]([O:5][C:6]([N:8]1[CH2:12][C@@H:11]([C:13]2[CH:18]=[CH:17][CH:16]=[C:15]([C:19]([O:21]C)=[O:20])[CH:14]=2)[C@H:10]([C:23](=[O:33])[NH:24][C:25]2[CH:30]=[CH:29][CH:28]=[C:27]([C:31]#[N:32])[CH:26]=2)[CH2:9]1)=[O:7])([CH3:4])([CH3:3])[CH3:2]. Product: [C:1]([O:5][C:6]([N:8]1[CH2:9][C@@H:10]([C:23](=[O:33])[NH:24][C:25]2[CH:30]=[CH:29][CH:28]=[C:27]([C:31]#[N:32])[CH:26]=2)[C@H:11]([C:13]2[CH:18]=[CH:17][CH:16]=[C:15]([C:19]([OH:21])=[O:20])[CH:14]=2)[CH2:12]1)=[O:7])([CH3:4])([CH3:2])[CH3:3]. The catalyst class is: 273. (2) Reactant: [C:1]([Cu])#[N:2].[CH2:4]([NH:6][C:7](=[O:9])[O-:8])[CH3:5].[CH3:10][O:11][C:12]1[C:13](Br)=[CH:14][C:15]2[CH:16]([CH3:24])[CH:17]3[CH2:21][NH:20][CH2:19][CH:18]3[C:22]=2[CH:23]=1. Product: [CH2:4]([NH:6][C:7](=[O:8])[O-:9])[CH3:5].[CH3:10][O:11][C:12]1[C:13]([C:1]#[N:2])=[CH:14][C:15]2[CH:16]([CH3:24])[CH:17]3[CH2:21][NH:20][CH2:19][CH:18]3[C:22]=2[CH:23]=1. The catalyst class is: 18.